Dataset: Aqueous solubility values for 9,982 compounds from the AqSolDB database. Task: Regression/Classification. Given a drug SMILES string, predict its absorption, distribution, metabolism, or excretion properties. Task type varies by dataset: regression for continuous measurements (e.g., permeability, clearance, half-life) or binary classification for categorical outcomes (e.g., BBB penetration, CYP inhibition). For this dataset (solubility_aqsoldb), we predict Y. (1) The molecule is CN(C)C(=S)[S-].[Na+]. The Y is 0.417 log mol/L. (2) The compound is Nc1ccc(S(=O)(=O)O)c2ccc(S(=O)(=O)O)cc12. The Y is -1.64 log mol/L. (3) The molecule is Cc1ccccc1NC(=O)C(=O)C(=O)Nc1ccccc1C. The Y is -2.20 log mol/L. (4) The drug is C=C(C)C(=O)OCCC(F)(F)C(F)(F)C(F)(F)C(F)(F)C(F)(F)C(F)(F)F. The Y is -6.06 log mol/L. (5) The molecule is CCONC(=O)c1cn(C)c(=O)c(C)c1Nc1ccc(Br)cc1F. The Y is -3.82 log mol/L. (6) The molecule is CC(C)(C)[C@H](O)/C(=C\c1ccc(Cl)cc1)n1cncn1. The Y is -4.54 log mol/L. (7) The molecule is C[C@]12CC[C@H]3[C@@H](CC=C4C[C@@H](O)CC[C@@]43C)[C@@H]1CCC2=O. The Y is -4.12 log mol/L.